This data is from Catalyst prediction with 721,799 reactions and 888 catalyst types from USPTO. The task is: Predict which catalyst facilitates the given reaction. (1) Reactant: [H-].C([Al+]CC(C)C)C(C)C.[CH2:11]([N:18]1[CH2:22][CH2:21][C@@H:20]([N:23]([C:34]([O:36][C:37]([CH3:40])([CH3:39])[CH3:38])=[O:35])[C:24]2[N:25]=[CH:26][C:27]([C:30](OC)=O)=[N:28][CH:29]=2)[CH2:19]1)[C:12]1[CH:17]=[CH:16][CH:15]=[CH:14][CH:13]=1.[Cl-].[NH4+].[O-:43]S([O-])(=O)=O.[Mg+2].[CH2:49]1[CH2:53][O:52][CH2:51][CH2:50]1. Product: [CH2:11]([N:18]1[CH2:22][CH2:21][C@@H:20]([N:23]([C:34]([O:36][C:37]([CH3:40])([CH3:39])[CH3:38])=[O:35])[C:24]2[N:25]=[CH:26][C:27](/[CH:30]=[CH:50]/[C:51]([O:52][CH2:53][CH3:49])=[O:43])=[N:28][CH:29]=2)[CH2:19]1)[C:12]1[CH:17]=[CH:16][CH:15]=[CH:14][CH:13]=1. The catalyst class is: 81. (2) Reactant: C([O:8][C:9]([C@H:11]1[CH2:15][C:14]([F:17])([F:16])[CH2:13][N:12]1[C:18](=[O:48])[CH2:19][O:20][C:21]1[CH:26]=[CH:25][CH:24]=[CH:23][C:22]=1[O:27][CH2:28][C:29]([N:31]1[CH2:35][C:34]([F:37])([F:36])[CH2:33][C@@H:32]1[C:38]([O:40]CC1C=CC=CC=1)=[O:39])=[O:30])=[O:10])C1C=CC=CC=1. Product: [C:9]([C@H:11]1[CH2:15][C:14]([F:17])([F:16])[CH2:13][N:12]1[C:18](=[O:48])[CH2:19][O:20][C:21]1[CH:26]=[CH:25][CH:24]=[CH:23][C:22]=1[O:27][CH2:28][C:29]([N:31]1[CH2:35][C:34]([F:37])([F:36])[CH2:33][C@@H:32]1[C:38]([OH:40])=[O:39])=[O:30])([OH:10])=[O:8]. The catalyst class is: 29. (3) Reactant: C(=O)([O-])[O-].[Cs+].[Cs+].[Br:7][C:8]1[CH:15]=[CH:14][C:13]([Cl:16])=[CH:12][C:9]=1[CH:10]=O.[CH3:17][C:18]([S@@:21]([NH2:23])=[O:22])([CH3:20])[CH3:19]. Product: [Br:7][C:8]1[CH:15]=[CH:14][C:13]([Cl:16])=[CH:12][C:9]=1[CH:10]=[CH:17][C:18]([CH3:20])([S:21]([NH2:23])=[O:22])[CH3:19]. The catalyst class is: 11. (4) Reactant: C1N=CN([C:6]([N:8]2C=N[CH:10]=[CH:9]2)=[O:7])C=1.[OH:13][CH2:14][C:15]#[C:16][C:17]1[CH:22]=[CH:21][C:20]([C:23]#[C:24][CH2:25][OH:26])=[CH:19][CH:18]=1.[CH2:27]([O:29][C:30](=[O:36])[CH2:31][NH:32]CCN)[CH3:28]. Product: [CH2:27]([O:29][C:30]([CH2:31][NH:32][CH:25]([O:26][C:6]([NH:8][CH2:9][CH3:10])=[O:7])[C:24]#[C:23][C:20]1[CH:21]=[CH:22][C:17]([C:16]#[C:15][CH:14]([NH:32][CH2:31][C:30]([O:29][CH2:27][CH3:28])=[O:36])[O:13][C:6]([NH:8][CH2:9][CH3:10])=[O:7])=[CH:18][CH:19]=1)=[O:36])[CH3:28]. The catalyst class is: 2. (5) Reactant: [F:1][CH:2]([F:30])[O:3][C:4]1[C:9]2[O:10][C:11]3([O:17][C:8]=2[C:7]([C:18](OC2C=CC([N+]([O-])=O)=CC=2)=[O:19])=[CH:6][CH:5]=1)[CH2:16][CH2:15][S:14][CH2:13][CH2:12]3.[Cl:31][C:32]1[CH:33]=[N:34][CH:35]=[C:36]([Cl:39])[C:37]=1[NH2:38].[H-].[Na+].CCOC(C)=O. Product: [Cl:31][C:32]1[CH:33]=[N:34][CH:35]=[C:36]([Cl:39])[C:37]=1[NH:38][C:18]([C:7]1[C:8]2[O:17][C:11]3([CH2:16][CH2:15][S:14][CH2:13][CH2:12]3)[O:10][C:9]=2[C:4]([O:3][CH:2]([F:30])[F:1])=[CH:5][CH:6]=1)=[O:19]. The catalyst class is: 773.